This data is from Forward reaction prediction with 1.9M reactions from USPTO patents (1976-2016). The task is: Predict the product of the given reaction. (1) Given the reactants [Cl:1]N1C(=O)CCC1=O.[CH:9]([Si:12]([CH:25]([CH3:27])[CH3:26])([CH:22]([CH3:24])[CH3:23])[O:13][C:14]([C:16]1[N:21]=[CH:20][CH:19]=[CH:18][N:17]=1)=[CH2:15])([CH3:11])[CH3:10].CCOCC.[O-]S([O-])(=O)=O.[Mg+2], predict the reaction product. The product is: [Cl:1][CH:15]=[C:14]([C:16]1[N:17]=[CH:18][CH:19]=[CH:20][N:21]=1)[O:13][Si:12]([CH:9]([CH3:10])[CH3:11])([CH:22]([CH3:24])[CH3:23])[CH:25]([CH3:27])[CH3:26]. (2) The product is: [CH3:1][O:2][C:3]1[CH:4]=[C:5]2[C:10](=[CH:11][CH:12]=1)[C:9]([CH3:13])=[C:8]([CH:19]=[O:21])[CH2:7][CH2:6]2. Given the reactants [CH3:1][O:2][C:3]1[CH:4]=[C:5]2[C:10](=[CH:11][CH:12]=1)[C:9]([CH3:13])=[CH:8][CH2:7][CH2:6]2.P(Cl)(Cl)(Cl)=O.[C:19]([O-])(=[O:21])C.[Na+], predict the reaction product.